From a dataset of Forward reaction prediction with 1.9M reactions from USPTO patents (1976-2016). Predict the product of the given reaction. (1) Given the reactants [OH-].[K+].[C:3]([O:7][C:8](=[O:21])[NH:9][C@H:10]([CH2:19][OH:20])[CH2:11][C:12]1[CH:17]=[CH:16][C:15]([OH:18])=[CH:14][CH:13]=1)([CH3:6])([CH3:5])[CH3:4].Cl[C:23]1[N:28]=[CH:27][CH:26]=[CH:25][N:24]=1.C(=O)([O-])O.[Na+], predict the reaction product. The product is: [C:3]([O:7][C:8](=[O:21])[NH:9][CH:10]([CH2:19][OH:20])[CH2:11][C:12]1[CH:13]=[CH:14][C:15]([O:18][C:23]2[N:28]=[CH:27][CH:26]=[CH:25][N:24]=2)=[CH:16][CH:17]=1)([CH3:5])([CH3:4])[CH3:6]. (2) Given the reactants [C:1]([O:5][C:6]([N:8]1[C@H:12]([CH2:13][NH:14][C:15]2[CH:20]=[CH:19][CH:18]=[CH:17][CH:16]=2)[CH2:11][O:10][C:9]1([CH3:22])[CH3:21])=[O:7])([CH3:4])([CH3:3])[CH3:2].[CH:23](=O)[CH3:24].[BH3-]C#N.[Na+], predict the reaction product. The product is: [C:1]([O:5][C:6]([N:8]1[C@H:12]([CH2:13][N:14]([CH2:23][CH3:24])[C:15]2[CH:16]=[CH:17][CH:18]=[CH:19][CH:20]=2)[CH2:11][O:10][C:9]1([CH3:22])[CH3:21])=[O:7])([CH3:4])([CH3:2])[CH3:3]. (3) Given the reactants [ClH:1].Cl.[CH3:3][C:4]1[CH:13]=[CH:12][C:11]2[C:6](=[CH:7][CH:8]=[CH:9][C:10]=2[N:14]2[CH2:19][CH2:18][N:17]([CH2:20][CH2:21][C:22]3[CH:23]=[C:24]([N:28]4[CH2:32][CH2:31][NH:30][C:29]4=[O:33])[CH:25]=[CH:26][CH:27]=3)[CH2:16][CH2:15]2)[N:5]=1.[H-].[Na+].Cl.[Cl:37][CH2:38][C:39]1[CH:44]=[CH:43][N:42]=[CH:41][CH:40]=1, predict the reaction product. The product is: [ClH:37].[ClH:1].[CH3:3][C:4]1[CH:13]=[CH:12][C:11]2[C:6](=[CH:7][CH:8]=[CH:9][C:10]=2[N:14]2[CH2:19][CH2:18][N:17]([CH2:20][CH2:21][C:22]3[CH:23]=[C:24]([N:28]4[CH2:32][CH2:31][N:30]([CH2:38][C:39]5[CH:44]=[CH:43][N:42]=[CH:41][CH:40]=5)[C:29]4=[O:33])[CH:25]=[CH:26][CH:27]=3)[CH2:16][CH2:15]2)[N:5]=1. (4) Given the reactants Cl.[O:2]1[C:6]2[CH:7]=[CH:8][CH:9]=[C:10]([CH:11]3[CH2:16][CH2:15][N:14]([CH2:17][CH2:18][C@H:19]4[CH2:24][CH2:23][C@H:22]([NH2:25])[CH2:21][CH2:20]4)[CH2:13][CH2:12]3)[C:5]=2[O:4][CH2:3]1.[O:26]1[C:30]2[CH:31]=[CH:32][C:33]([CH2:35][C:36](O)=[O:37])=[CH:34][C:29]=2[O:28][CH2:27]1, predict the reaction product. The product is: [O:26]1[C:30]2[CH:31]=[CH:32][C:33]([CH2:35][C:36]([NH:25][C@H:22]3[CH2:21][CH2:20][C@H:19]([CH2:18][CH2:17][N:14]4[CH2:15][CH2:16][CH:11]([C:10]5[C:5]6[O:4][CH2:3][O:2][C:6]=6[CH:7]=[CH:8][CH:9]=5)[CH2:12][CH2:13]4)[CH2:24][CH2:23]3)=[O:37])=[CH:34][C:29]=2[O:28][CH2:27]1.